From a dataset of Full USPTO retrosynthesis dataset with 1.9M reactions from patents (1976-2016). Predict the reactants needed to synthesize the given product. Given the product [Cl:1][C:2]1[CH:7]=[CH:6][CH:5]=[CH:4][C:3]=1[N:8]([CH3:21])[S:9]([C:12]1[CH:17]=[CH:16][CH:15]=[C:14]([NH2:18])[CH:13]=1)(=[O:11])=[O:10], predict the reactants needed to synthesize it. The reactants are: [Cl:1][C:2]1[CH:7]=[CH:6][CH:5]=[CH:4][C:3]=1[N:8]([CH3:21])[S:9]([C:12]1[CH:17]=[CH:16][CH:15]=[C:14]([N+:18]([O-])=O)[CH:13]=1)(=[O:11])=[O:10].O.O.[Sn](Cl)Cl.